Predict the product of the given reaction. From a dataset of Forward reaction prediction with 1.9M reactions from USPTO patents (1976-2016). Given the reactants COC(=O)C1C=CC([O:10][CH2:11][CH2:12][C:13]2[N:14]=[C:15]([C:19]3[CH:24]=[CH:23][C:22]([C:25]([F:28])([F:27])[F:26])=[CH:21][CH:20]=3)[S:16][C:17]=2[CH3:18])=CC=1.[NH2:30][NH2:31].[CH3:32][OH:33], predict the reaction product. The product is: [CH3:18][C:17]1[S:16][C:15]([C:19]2[CH:20]=[CH:21][C:22]([C:25]([F:27])([F:26])[F:28])=[CH:23][CH:24]=2)=[N:14][C:13]=1[CH2:12][CH2:11][O:10][C:19]1[CH:24]=[CH:23][CH:22]=[CH:21][C:20]=1[C:32]([NH:30][NH2:31])=[O:33].